Dataset: Cav3 T-type calcium channel HTS with 100,875 compounds. Task: Binary Classification. Given a drug SMILES string, predict its activity (active/inactive) in a high-throughput screening assay against a specified biological target. The drug is s1c2c(nc1NC(=O)CSC=1SCCN1)ccc(OCC)c2. The result is 0 (inactive).